From a dataset of Catalyst prediction with 721,799 reactions and 888 catalyst types from USPTO. Predict which catalyst facilitates the given reaction. (1) Product: [ClH:1].[CH2:15]([CH:12]1[CH2:13][CH2:14][NH:9][CH2:10][C:11]1=[O:22])[C:16]1[CH:17]=[CH:18][CH:19]=[CH:20][CH:21]=1. The catalyst class is: 386. Reactant: [ClH:1].C([N:9]1[CH2:14][CH2:13][CH:12]([CH2:15][C:16]2[CH:21]=[CH:20][CH:19]=[CH:18][CH:17]=2)[C:11](=[O:22])[CH2:10]1)C1C=CC=CC=1. (2) Reactant: [Br:1][C:2]1[CH:10]=[CH:9][C:5]([C:6]([OH:8])=O)=[CH:4][N:3]=1.C(N(CC)C(C)C)(C)C.[CH3:20][C:21]([NH:25][CH3:26])([CH3:24])[CH2:22][OH:23].C(=O)([O-])O.[Na+]. Product: [Br:1][C:2]1[CH:10]=[CH:9][C:5]([C:6]([N:25]([C:21]([CH3:24])([CH3:20])[CH2:22][OH:23])[CH3:26])=[O:8])=[CH:4][N:3]=1. The catalyst class is: 13. (3) Reactant: C(OC([N:8]1[CH2:13][CH2:12][N:11]([CH2:14][CH2:15][C:16]([CH3:19])([CH3:18])[CH3:17])[CH2:10][CH2:9]1)=O)(C)(C)C.[ClH:20].O1CCOCC1. Product: [ClH:20].[ClH:20].[CH3:17][C:16]([CH3:19])([CH3:18])[CH2:15][CH2:14][N:11]1[CH2:10][CH2:9][NH:8][CH2:13][CH2:12]1. The catalyst class is: 5. (4) Reactant: [CH3:1][C:2]1([CH3:9])[O:6][C:5](=[O:7])[NH:4][C:3]1=[O:8].[H-].[Na+].Br[CH2:13][CH2:14][CH2:15][Cl:16]. Product: [Cl:16][CH2:15][CH2:14][CH2:13][N:4]1[C:3](=[O:8])[C:2]([CH3:9])([CH3:1])[O:6][C:5]1=[O:7]. The catalyst class is: 3. (5) Reactant: [Cl:1][C:2]1[CH:7]=[CH:6][C:5]([S:8]([N:11]([CH2:20][C:21]2[CH:29]=[CH:28][C:24]([C:25](O)=[O:26])=[CH:23][CH:22]=2)[CH:12]2[CH2:18][CH2:17][CH2:16][CH2:15][NH:14][C:13]2=[O:19])(=[O:10])=[O:9])=[CH:4][CH:3]=1.[B-](F)(F)(F)F.CN(C(O[N:43]1[C:48](=O)[CH:47]=[CH:46]C=C1)=[N+](C)C)C.CCN(C(C)C)C(C)C.C1(N)CC1. Product: [Cl:1][C:2]1[CH:3]=[CH:4][C:5]([S:8]([N:11]([CH2:20][C:21]2[CH:22]=[CH:23][C:24]([C:25]([NH:43][CH:48]3[CH2:46][CH2:47]3)=[O:26])=[CH:28][CH:29]=2)[CH:12]2[CH2:18][CH2:17][CH2:16][CH2:15][NH:14][C:13]2=[O:19])(=[O:10])=[O:9])=[CH:6][CH:7]=1. The catalyst class is: 3. (6) Product: [S:18]1[CH:19]=[CH:20][CH:21]=[C:17]1[C:10]1[CH:11]=[CH:12][N:5]=[C:6]([NH2:8])[N:7]=1. Reactant: C(=O)(O)O.[NH2:5][C:6]([NH2:8])=[NH:7].O=[C:10]([C:17]1[S:18][CH:19]=[CH:20][CH:21]=1)[CH2:11][C:12](OCC)=O. The catalyst class is: 25. (7) Reactant: [Cl:1][C:2]1[CH:7]=[C:6]([Cl:8])[CH:5]=[CH:4][C:3]=1[C:9]1[CH:13]=[C:12]([O:14][CH:15]([F:17])[F:16])[NH:11][N:10]=1.S(OC)(O[CH3:22])(=O)=O.[NH4+].[Cl-]. Product: [Cl:1][C:2]1[CH:7]=[C:6]([Cl:8])[CH:5]=[CH:4][C:3]=1[C:9]1[CH:13]=[C:12]([O:14][CH:15]([F:16])[F:17])[N:11]([CH3:22])[N:10]=1. The catalyst class is: 11.